Dataset: Catalyst prediction with 721,799 reactions and 888 catalyst types from USPTO. Task: Predict which catalyst facilitates the given reaction. (1) Reactant: [O:1]=[C:2]1[N:6]([C:7]2[CH:8]=[CH:9][C:10]3[C:16](=[O:17])[CH2:15][CH2:14][CH2:13][CH2:12][C:11]=3[CH:18]=2)[CH2:5][C@H:4]([CH2:19][NH:20][C:21](=[O:23])[CH3:22])[O:3]1.[Li+].C[Si]([N-][Si](C)(C)C)(C)C.[C:34]([C:36]1[CH:44]=[CH:43][C:39]([C:40](Cl)=[O:41])=[CH:38][CH:37]=1)#[N:35]. Product: [C:34]([C:36]1[CH:44]=[CH:43][C:39]([C:40]([CH:15]2[CH2:14][CH2:13][CH2:12][C:11]3[CH:18]=[C:7]([N:6]4[CH2:5][C@H:4]([CH2:19][NH:20][C:21](=[O:23])[CH3:22])[O:3][C:2]4=[O:1])[CH:8]=[CH:9][C:10]=3[C:16]2=[O:17])=[O:41])=[CH:38][CH:37]=1)#[N:35]. The catalyst class is: 1. (2) Reactant: C1(OC2C=CC=CC=2)C=CC=CC=1.C(OC(=O)/[C:20](/[C:32]#[N:33])=[CH:21]\[NH:22][C:23]1[S:24][CH:25]=[CH:26][C:27]=1[C:28]([O:30]C)=O)(C)(C)C. Product: [OH:30][C:28]1[C:20]([C:32]#[N:33])=[CH:21][N:22]=[C:23]2[S:24][CH:25]=[CH:26][C:27]=12. The catalyst class is: 81.